From a dataset of Full USPTO retrosynthesis dataset with 1.9M reactions from patents (1976-2016). Predict the reactants needed to synthesize the given product. (1) Given the product [CH2:9]=[C:10]1[CH2:15][CH2:14][CH:13]([C:16](=[O:17])[CH2:1][C:2]#[N:3])[CH2:12][CH2:11]1, predict the reactants needed to synthesize it. The reactants are: [CH3:1][C:2]#[N:3].[Li]CCCC.[CH2:9]=[C:10]1[CH2:15][CH2:14][CH:13]([C:16](OCC)=[O:17])[CH2:12][CH2:11]1. (2) Given the product [Cl:34][C:32]1[CH:31]=[CH:30][C:15]([O:16][C:17]2[CH:29]=[CH:28][C:20]([C:21]([NH:23][CH2:24][CH2:25][O:26][CH3:27])=[O:22])=[CH:19][CH:18]=2)=[C:14]([NH:13][C:2]2[C:3]3[C:8](=[N:7][C:6]([CH3:12])=[CH:5][CH:4]=3)[N:9]=[CH:10][CH:11]=2)[CH:33]=1, predict the reactants needed to synthesize it. The reactants are: Cl[C:2]1[CH:11]=[CH:10][N:9]=[C:8]2[C:3]=1[CH:4]=[CH:5][C:6]([CH3:12])=[N:7]2.[NH2:13][C:14]1[CH:33]=[C:32]([Cl:34])[CH:31]=[CH:30][C:15]=1[O:16][C:17]1[CH:29]=[CH:28][C:20]([C:21]([NH:23][CH2:24][CH2:25][O:26][CH3:27])=[O:22])=[CH:19][CH:18]=1. (3) Given the product [NH2:30][CH2:29][CH2:28][O:27][C:25]1[CH:24]=[CH:23][C:21]2[NH:22][C:17]([C:8]3[C:7](=[O:33])[N:6]([NH:5][CH2:4][CH:1]4[CH2:3][CH2:2]4)[C:15]4[C:10]([C:9]=3[OH:16])=[CH:11][CH:12]=[CH:13][CH:14]=4)=[N:18][S:19](=[O:32])(=[O:31])[C:20]=2[CH:26]=1, predict the reactants needed to synthesize it. The reactants are: [CH:1]1([CH2:4][NH:5][N:6]2[C:15]3[C:10](=[CH:11][CH:12]=[CH:13][CH:14]=3)[C:9]([OH:16])=[C:8]([C:17]3[NH:22][C:21]4[CH:23]=[CH:24][C:25]([O:27][CH2:28][C:29]#[N:30])=[CH:26][C:20]=4[S:19](=[O:32])(=[O:31])[N:18]=3)[C:7]2=[O:33])[CH2:3][CH2:2]1.[Li+].[BH4-]. (4) Given the product [CH3:1][O:2][C:3]1[CH:4]=[CH:5][C:6]([N:9]2[CH2:10][CH2:11][N:12]([CH2:15][CH2:16][NH:17][CH2:32][C:23]3[CH:22]=[C:21]([CH2:18][CH2:19][CH3:20])[N:25]([C:26]4[CH:31]=[CH:30][CH:29]=[CH:28][CH:27]=4)[N:24]=3)[CH2:13][CH2:14]2)=[CH:7][CH:8]=1, predict the reactants needed to synthesize it. The reactants are: [CH3:1][O:2][C:3]1[CH:8]=[CH:7][C:6]([N:9]2[CH2:14][CH2:13][N:12]([CH2:15][CH2:16][NH2:17])[CH2:11][CH2:10]2)=[CH:5][CH:4]=1.[CH2:18]([C:21]1[N:25]([C:26]2[CH:31]=[CH:30][CH:29]=[CH:28][CH:27]=2)[N:24]=[C:23]([CH:32]=O)[CH:22]=1)[CH2:19][CH3:20]. (5) Given the product [CH2:1]([N:8]1[CH2:9][CH2:10][C:11]([OH:16])([OH:23])[C:12]([F:14])([F:15])[CH2:13]1)[C:2]1[CH:3]=[CH:4][CH:5]=[CH:6][CH:7]=1, predict the reactants needed to synthesize it. The reactants are: [CH2:1]([N:8]1[CH2:13][C:12]([F:15])([F:14])[C:11](=[O:16])[CH:10](C(OCC)=O)[CH2:9]1)[C:2]1[CH:7]=[CH:6][CH:5]=[CH:4][CH:3]=1.C([O-])(O)=[O:23].[Na+]. (6) Given the product [CH2:37]([C:38]1[NH:40][N:41]=[C:5]([C:7]2[CH:8]=[C:9]3[C:13](=[CH:14][CH:15]=2)[NH:12][N:11]=[C:10]3[C:16]2[CH:25]=[CH:24][C:23]3[C:18](=[CH:19][CH:20]=[C:21]([O:26][CH2:27][CH2:28][N:29]4[CH2:34][CH2:32][CH2:31][CH2:30]4)[CH:22]=3)[CH:17]=2)[N:6]=1)[CH:36]([CH3:42])[CH3:35], predict the reactants needed to synthesize it. The reactants are: Cl.C(O[C:5]([C:7]1[CH:8]=[C:9]2[C:13](=[CH:14][CH:15]=1)[NH:12][N:11]=[C:10]2[C:16]1[CH:25]=[CH:24][C:23]2[C:18](=[CH:19][CH:20]=[C:21]([O:26][CH2:27][CH2:28][N:29]3[CH2:34]C[CH2:32][CH2:31][CH2:30]3)[CH:22]=2)[CH:17]=1)=[NH:6])C.[CH3:35][CH:36]([CH3:42])[CH2:37][C:38]([NH:40][NH2:41])=O.C(N(CC)CC)C. (7) Given the product [Cl:2][CH2:3][CH2:4][N:5]([CH2:6][CH2:7][Cl:8])[C:16](=[O:17])[O:18][CH2:19][CH3:20], predict the reactants needed to synthesize it. The reactants are: Cl.[Cl:2][CH2:3][CH2:4][NH:5][CH2:6][CH2:7][Cl:8].C(=O)([O-])[O-].[K+].[K+].Cl[C:16]([O:18][CH2:19][CH3:20])=[O:17].